Dataset: Catalyst prediction with 721,799 reactions and 888 catalyst types from USPTO. Task: Predict which catalyst facilitates the given reaction. (1) Reactant: [N:1]1([CH2:6][CH2:7][CH2:8][NH:9][C:10]([C:12]2[CH:21]=[CH:20][C:19]3[C:14](=[C:15](Br)[CH:16]=[N:17][CH:18]=3)[N:13]=2)=[O:11])[CH:5]=[CH:4][N:3]=[CH:2]1.[O:23]1[CH2:28][CH:27]=[C:26](B2OC(C)(C)C(C)(C)O2)[CH2:25][CH2:24]1.C(=O)([O-])[O-].[Cs+].[Cs+]. Product: [N:1]1([CH2:6][CH2:7][CH2:8][NH:9][C:10]([C:12]2[CH:21]=[CH:20][C:19]3[C:14](=[C:15]([C:26]4[CH2:27][CH2:28][O:23][CH2:24][CH:25]=4)[CH:16]=[N:17][CH:18]=3)[N:13]=2)=[O:11])[CH:5]=[CH:4][N:3]=[CH:2]1. The catalyst class is: 688. (2) Reactant: [C:1]([O:5][C:6](=[O:40])[CH2:7][O:8][C:9]1[C:14]2[CH2:15][CH2:16][CH2:17][CH2:18][CH:19]([NH:20][S:21]([C:24]3[CH:29]=[CH:28][C:27]([C:30]4[CH:35]=[CH:34][CH:33]=[C:32]([S:36]([CH3:39])(=[O:38])=[O:37])[CH:31]=4)=[CH:26][CH:25]=3)(=[O:23])=[O:22])[C:13]=2[CH:12]=[CH:11][CH:10]=1)([CH3:4])([CH3:3])[CH3:2].CI.[C:43]([O-])([O-])=O.[K+].[K+]. Product: [C:1]([O:5][C:6](=[O:40])[CH2:7][O:8][C:9]1[C:14]2[CH2:15][CH2:16][CH2:17][CH2:18][CH:19]([N:20]([S:21]([C:24]3[CH:25]=[CH:26][C:27]([C:30]4[CH:35]=[CH:34][CH:33]=[C:32]([S:36]([CH3:39])(=[O:38])=[O:37])[CH:31]=4)=[CH:28][CH:29]=3)(=[O:22])=[O:23])[CH3:43])[C:13]=2[CH:12]=[CH:11][CH:10]=1)([CH3:4])([CH3:3])[CH3:2]. The catalyst class is: 3. (3) Reactant: [N+:1]([C:4]1[CH:5]=[C:6]([CH2:10][CH2:11][CH2:12][OH:13])[CH:7]=[CH:8][CH:9]=1)([O-])=O. Product: [NH2:1][C:4]1[CH:5]=[C:6]([CH2:10][CH2:11][CH2:12][OH:13])[CH:7]=[CH:8][CH:9]=1. The catalyst class is: 19. (4) Reactant: [CH2:1]([O:3][C:4](=[O:25])[C:5]1[CH:10]=[C:9]([N:11]2[C:15]([CH3:16])=[CH:14][CH:13]=[C:12]2[C:17]2[CH:22]=[C:21]([Br:23])[CH:20]=[CH:19][C:18]=2[OH:24])[CH:8]=[N:7][CH:6]=1)[CH3:2].[Cl:26][C:27]1[CH:28]=[C:29]([CH:32]=[CH:33][C:34]=1[Cl:35])[CH2:30]Br.C(=O)([O-])[O-].[K+].[K+]. Product: [CH2:1]([O:3][C:4](=[O:25])[C:5]1[CH:10]=[C:9]([N:11]2[C:15]([CH3:16])=[CH:14][CH:13]=[C:12]2[C:17]2[CH:22]=[C:21]([Br:23])[CH:20]=[CH:19][C:18]=2[O:24][CH2:30][C:29]2[CH:32]=[CH:33][C:34]([Cl:35])=[C:27]([Cl:26])[CH:28]=2)[CH:8]=[N:7][CH:6]=1)[CH3:2]. The catalyst class is: 173. (5) Product: [ClH:33].[ClH:33].[CH3:1][O:2][C:3]1[CH:8]=[CH:7][CH:6]=[CH:5][C:4]=1[N:9]1[CH2:10][CH2:11][N:12]([CH2:15][CH2:16][C:17]([C:25]([CH:27]2[CH2:32][CH2:31][CH2:30][CH2:29][CH2:28]2)=[O:26])([C:19]2[CH:20]=[CH:21][CH:22]=[CH:23][CH:24]=2)[CH3:18])[CH2:13][CH2:14]1. Reactant: [CH3:1][O:2][C:3]1[CH:8]=[CH:7][CH:6]=[CH:5][C:4]=1[N:9]1[CH2:14][CH2:13][N:12]([CH2:15][CH2:16][C:17]([C:25]([CH:27]2[CH2:32][CH2:31][CH2:30][CH2:29][CH2:28]2)=[O:26])([C:19]2[CH:24]=[CH:23][CH:22]=[CH:21][CH:20]=2)[CH3:18])[CH2:11][CH2:10]1.[ClH:33].C(OCC)C. The catalyst class is: 5.